This data is from Reaction yield outcomes from USPTO patents with 853,638 reactions. The task is: Predict the reaction yield, written as a fraction of the theoretical maximum amount of product (1.0 means a 100% yield; for example, 0.34 means a 34% yield). (1) The reactants are [CH3:1][C:2]1[CH:7]=[CH:6][CH:5]=[CH:4][C:3]=1[NH:8][C:9]1[N:14]2[N:15]=[CH:16][C:17]([C:18]([OH:20])=O)=[C:13]2[N:12]=[CH:11][C:10]=1[C:21]([N:23]1[CH2:28][CH2:27][C:26]2([C:36]3[C:31](=[CH:32][CH:33]=[CH:34][CH:35]=3)[CH:30]=[CH:29]2)[CH2:25][CH2:24]1)=[O:22].[CH2:37]([S:39]([NH2:42])(=[O:41])=[O:40])[CH3:38]. No catalyst specified. The product is [CH3:1][C:2]1[CH:7]=[CH:6][CH:5]=[CH:4][C:3]=1[NH:8][C:9]1[N:14]2[N:15]=[CH:16][C:17]([C:18]([NH:42][S:39]([CH2:37][CH3:38])(=[O:41])=[O:40])=[O:20])=[C:13]2[N:12]=[CH:11][C:10]=1[C:21]([N:23]1[CH2:28][CH2:27][C:26]2([C:36]3[C:31](=[CH:32][CH:33]=[CH:34][CH:35]=3)[CH:30]=[CH:29]2)[CH2:25][CH2:24]1)=[O:22]. The yield is 0.110. (2) The yield is 0.780. The reactants are [O-:1][CH2:2][CH3:3].[Na+].[S:5]1[CH:9]=[CH:8][CH:7]=C1CC(O)=O.ClCCC[Si:18]([O:25][CH2:26][CH3:27])([O:22][CH2:23][CH3:24])[O:19][CH2:20][CH3:21]. The catalyst is S1C=CC=C1C(O)=O.C(O)C. The product is [C:2]([S:5][CH2:9][CH2:8][CH2:7][Si:18]([O:25][CH2:26][CH3:27])([O:22][CH2:23][CH3:24])[O:19][CH2:20][CH3:21])(=[O:1])[CH3:3].